This data is from Full USPTO retrosynthesis dataset with 1.9M reactions from patents (1976-2016). The task is: Predict the reactants needed to synthesize the given product. (1) Given the product [NH2:20][C:19]1[C:10]([C:8]([C:5]2[CH:4]=[CH:3][C:2]([F:1])=[CH:7][CH:6]=2)=[O:9])=[CH:11][CH:12]=[C:13]2[C:18]=1[N:17]=[CH:16][CH:15]=[CH:14]2, predict the reactants needed to synthesize it. The reactants are: [F:1][C:2]1[CH:7]=[CH:6][C:5]([C:8]([C:10]2[C:19]([N+:20]([O-])=O)=[C:18]3[C:13]([CH:14]=[CH:15][CH:16]=[N:17]3)=[CH:12][CH:11]=2)=[O:9])=[CH:4][CH:3]=1. (2) Given the product [Cl:1][C:2]1[CH:9]=[C:8]([C:12]2[CH:13]=[C:14]([C:31]([NH2:33])=[O:32])[C:15]3[NH:16][C:17]4[CH:18]=[C:19]([N:25]5[CH2:30][CH2:29][O:28][CH2:27][CH2:26]5)[CH:20]=[CH:21][C:22]=4[C:23]=3[N:24]=2)[CH:7]=[CH:6][C:3]=1[CH2:4][N:25]1[CH2:30][CH2:29][O:28][CH2:27][CH2:26]1, predict the reactants needed to synthesize it. The reactants are: [Cl:1][C:2]1[CH:9]=[C:8](Br)[CH:7]=[CH:6][C:3]=1[CH:4]=O.Br[C:12]1[CH:13]=[C:14]([C:31]([NH2:33])=[O:32])[C:15]2[NH:16][C:17]3[CH:18]=[C:19]([N:25]4[CH2:30][CH2:29][O:28][CH2:27][CH2:26]4)[CH:20]=[CH:21][C:22]=3[C:23]=2[N:24]=1. (3) Given the product [CH2:8]([O:15][C:16]([NH:1][CH2:2][CH2:3][S:4]([OH:7])(=[O:6])=[O:5])=[O:17])[C:9]1[CH:14]=[CH:13][CH:12]=[CH:11][CH:10]=1, predict the reactants needed to synthesize it. The reactants are: [NH2:1][CH2:2][CH2:3][S:4]([OH:7])(=[O:6])=[O:5].[CH2:8]([O:15][C:16](Cl)=[O:17])[C:9]1[CH:14]=[CH:13][CH:12]=[CH:11][CH:10]=1. (4) Given the product [CH:11]([N:8]1[CH:7]=[N:6][C:5]2[C:9]1=[N:10][C:2]([NH:22][C@H:23]([CH2:26][CH3:27])[CH2:24][OH:25])=[N:3][C:4]=2[NH:14][CH2:15][C:16]1[S:17][C:18]([CH3:21])=[CH:19][CH:20]=1)([CH3:13])[CH3:12], predict the reactants needed to synthesize it. The reactants are: Cl[C:2]1[N:10]=[C:9]2[C:5]([N:6]=[CH:7][N:8]2[CH:11]([CH3:13])[CH3:12])=[C:4]([NH:14][CH2:15][C:16]2[S:17][C:18]([CH3:21])=[CH:19][CH:20]=2)[N:3]=1.[NH2:22][C@H:23]([CH2:26][CH3:27])[CH2:24][OH:25].